Task: Regression/Classification. Given a drug SMILES string, predict its absorption, distribution, metabolism, or excretion properties. Task type varies by dataset: regression for continuous measurements (e.g., permeability, clearance, half-life) or binary classification for categorical outcomes (e.g., BBB penetration, CYP inhibition). For this dataset (lipophilicity_astrazeneca), we predict Y.. Dataset: Experimental lipophilicity measurements (octanol/water distribution) for 4,200 compounds from AstraZeneca (1) The drug is Cc1ccc(-c2nc3ccccc3[nH]2)cc1NC(=O)c1ccc(OCc2ccccn2)cc1. The Y is 3.24 logD. (2) The drug is CCc1cc(O)c(Oc2ccc(C(N)=O)cc2F)cc1F. The Y is 2.87 logD. (3) The compound is N#Cc1ccc(C(=O)N2CCC3(CC2)N=C(N)c2c(F)cccc2N3)cc1. The Y is 0.660 logD. (4) The molecule is Nc1c(-c2ccccc2)c(CN2CCOCC2)nn1-c1ccc(F)cc1. The Y is 2.33 logD. (5) The molecule is CCN(CC)CCNC(=O)c1ccc(N)cc1. The Y is -0.920 logD. (6) The molecule is COc1cc(Nc2cc(Oc3cccnc3)ccn2)cc(OC)c1OC. The Y is 2.66 logD.